From a dataset of Reaction yield outcomes from USPTO patents with 853,638 reactions. Predict the reaction yield, written as a fraction of the theoretical maximum amount of product (1.0 means a 100% yield; for example, 0.34 means a 34% yield). (1) The reactants are [OH:1][C:2]([C:29]1[S:30][CH:31]=[CH:32][CH:33]=1)([C:24]1[S:25][CH:26]=[CH:27][CH:28]=1)[C:3]([O:5][C@H:6]1[CH2:11][CH2:10][C@H:9]([N:12]([CH2:14][CH2:15][NH:16]C(OC(C)(C)C)=O)[CH3:13])[CH2:8][CH2:7]1)=[O:4].Cl. The catalyst is O1CCOCC1. The product is [OH:1][C:2]([C:24]1[S:25][CH:26]=[CH:27][CH:28]=1)([C:29]1[S:30][CH:31]=[CH:32][CH:33]=1)[C:3]([O:5][C@H:6]1[CH2:7][CH2:8][C@H:9]([N:12]([CH2:14][CH2:15][NH2:16])[CH3:13])[CH2:10][CH2:11]1)=[O:4]. The yield is 0.950. (2) The product is [CH3:3][N:2]([CH3:1])[CH2:4][CH2:5][N:6]1[C:20](=[O:21])[C:15]2[CH:16]=[C:17]([NH:19][C:31]([NH:30][C:22](=[O:29])[C:23]3[CH:24]=[CH:25][CH:26]=[CH:27][CH:28]=3)=[O:32])[CH:18]=[C:13]3[C:14]=2[C:9](=[CH:10][CH:11]=[CH:12]3)[C:7]1=[O:8]. The reactants are [CH3:1][N:2]([CH2:4][CH2:5][N:6]1[C:20](=[O:21])[C:15]2=[CH:16][C:17]([NH2:19])=[CH:18][C:13]3[C:14]2=[C:9]([CH:10]=[CH:11][CH:12]=3)[C:7]1=[O:8])[CH3:3].[C:22]([N:30]=[C:31]=[O:32])(=[O:29])[C:23]1[CH:28]=[CH:27][CH:26]=[CH:25][CH:24]=1. The catalyst is C(#N)C. The yield is 0.920. (3) The reactants are [O:1]1[CH:5]=[CH:4][N:3]=[CH:2]1.B.C1COCC1.[Li]CCCC.[CH2:17]([O:24][C:25]1[CH:26]=[C:27]2[C:32](=[CH:33][CH:34]=1)[CH2:31][CH:30]([CH:35]=[O:36])[CH2:29][CH2:28]2)[C:18]1[CH:23]=[CH:22][CH:21]=[CH:20][CH:19]=1. The catalyst is C1COCC1.CC(O)=O.CCO. The product is [CH2:17]([O:24][C:25]1[CH:26]=[C:27]2[C:32](=[CH:33][CH:34]=1)[CH2:31][CH:30]([CH:35]([C:2]1[O:1][CH:5]=[CH:4][N:3]=1)[OH:36])[CH2:29][CH2:28]2)[C:18]1[CH:19]=[CH:20][CH:21]=[CH:22][CH:23]=1. The yield is 0.840.